Predict the product of the given reaction. From a dataset of Forward reaction prediction with 1.9M reactions from USPTO patents (1976-2016). (1) Given the reactants [CH3:1][O:2][C:3]1[CH:8]=[CH:7][C:6]([SH:9])=[CH:5][CH:4]=1.Cl.Cl[CH2:12][CH2:13][NH2:14].C([O-])([O-])=O.[K+].[K+].C(N(C(C)C)CC)(C)C, predict the reaction product. The product is: [CH3:1][O:2][C:3]1[CH:8]=[CH:7][C:6]([S:9][CH2:12][CH2:13][NH2:14])=[CH:5][CH:4]=1. (2) Given the reactants [CH3:1][O:2][C:3]([C:5]1[N:6]([C:21]2[CH:26]=[CH:25][CH:24]=[CH:23][CH:22]=2)[C:7]2[C:12]([C:13](=[O:16])[C:14]=1[CH3:15])=[CH:11][CH:10]=[C:9]([C:17]([F:20])([F:19])[F:18])[N:8]=2)=[O:4].C1C(=O)N([Br:34])C(=O)C1.C(OOC(=O)C1C=CC=CC=1)(=O)C1C=CC=CC=1.C(Cl)(Cl)(Cl)Cl, predict the reaction product. The product is: [CH3:1][O:2][C:3]([C:5]1[N:6]([C:21]2[CH:26]=[CH:25][CH:24]=[CH:23][CH:22]=2)[C:7]2[C:12]([C:13](=[O:16])[C:14]=1[CH2:15][Br:34])=[CH:11][CH:10]=[C:9]([C:17]([F:18])([F:19])[F:20])[N:8]=2)=[O:4]. (3) Given the reactants C([O:5][C:6](=[O:21])/[CH:7]=[CH:8]/[C:9]1[CH:20]=[N:19][C:12]2[NH:13][C:14](=[O:18])[NH:15][C:16](=[O:17])[C:11]=2[CH:10]=1)(C)(C)C.FC(F)(F)C(O)=O, predict the reaction product. The product is: [O:18]=[C:14]1[NH:13][C:12]2[N:19]=[CH:20][C:9](/[CH:8]=[CH:7]/[C:6]([OH:21])=[O:5])=[CH:10][C:11]=2[C:16](=[O:17])[NH:15]1. (4) Given the reactants [Br:1][C:2]1[CH:7]=[CH:6][C:5]([SH:8])=[CH:4][CH:3]=1.C(=O)([O-])[O-].[K+].[K+].Br[CH2:16][CH:17]([O:20][CH3:21])[O:18][CH3:19], predict the reaction product. The product is: [Br:1][C:2]1[CH:7]=[CH:6][C:5]([S:8][CH2:16][CH:17]([O:20][CH3:21])[O:18][CH3:19])=[CH:4][CH:3]=1. (5) Given the reactants [C:1]1([C:7]2[N:12]=[C:11]([C:13]([O:15]C)=[O:14])[CH:10]=[N:9][CH:8]=2)[CH:6]=[CH:5][CH:4]=[CH:3][CH:2]=1.[Li+].[OH-], predict the reaction product. The product is: [C:1]1([C:7]2[N:12]=[C:11]([C:13]([OH:15])=[O:14])[CH:10]=[N:9][CH:8]=2)[CH:2]=[CH:3][CH:4]=[CH:5][CH:6]=1.